Dataset: Reaction yield outcomes from USPTO patents with 853,638 reactions. Task: Predict the reaction yield, written as a fraction of the theoretical maximum amount of product (1.0 means a 100% yield; for example, 0.34 means a 34% yield). (1) The reactants are [C:1]([O:5][C:6]([N:8]1[CH2:12][CH2:11][CH2:10][C:9]1([CH2:23][CH2:24][CH2:25][CH3:26])[CH:13]([C:15]1[CH:20]=[CH:19][C:18]([Cl:21])=[C:17]([Cl:22])[CH:16]=1)[OH:14])=[O:7])([CH3:4])([CH3:3])[CH3:2]. The catalyst is C(Cl)Cl. The product is [C:1]([O:5][C:6]([N:8]1[CH2:12][CH2:11][CH2:10][C:9]1([CH2:23][CH2:24][CH2:25][CH3:26])[C:13](=[O:14])[C:15]1[CH:20]=[CH:19][C:18]([Cl:21])=[C:17]([Cl:22])[CH:16]=1)=[O:7])([CH3:4])([CH3:3])[CH3:2]. The yield is 0.850. (2) The reactants are Cl[C:2]1[CH:11]=[CH:10][C:5]([C:6]([O:8][CH3:9])=[O:7])=[C:4]([O:12][CH3:13])[CH:3]=1.[C:14]1(B(O)O)[CH:19]=[CH:18][CH:17]=[CH:16][CH:15]=1.C(=O)([O-])[O-].[Cs+].[Cs+]. The catalyst is CN(C)C=O.C(OCC)(=O)C.Cl[Pd](Cl)([P](C1C=CC=CC=1)(C1C=CC=CC=1)C1C=CC=CC=1)[P](C1C=CC=CC=1)(C1C=CC=CC=1)C1C=CC=CC=1. The product is [CH3:13][O:12][C:4]1[CH:3]=[C:2]([C:14]2[CH:19]=[CH:18][CH:17]=[CH:16][CH:15]=2)[CH:11]=[CH:10][C:5]=1[C:6]([O:8][CH3:9])=[O:7]. The yield is 0.412.